From a dataset of Full USPTO retrosynthesis dataset with 1.9M reactions from patents (1976-2016). Predict the reactants needed to synthesize the given product. (1) Given the product [CH2:1]([NH:5][C:6]([C:8]1[CH:24]=[CH:23][C:11]2[S:12][C:13]3[CH:21]=[C:20]([Cl:22])[CH:19]=[CH:18][C:14]=3[C:15]([C:30]3[CH:31]=[CH:32][C:27]([Cl:26])=[CH:28][CH:29]=3)=[N:16][C:10]=2[CH:9]=1)=[O:7])[CH2:2][CH2:3][CH3:4], predict the reactants needed to synthesize it. The reactants are: [CH2:1]([NH:5][C:6]([C:8]1[CH:24]=[CH:23][C:11]2[S:12][C:13]3[CH:21]=[C:20]([Cl:22])[CH:19]=[CH:18][C:14]=3[C:15](Cl)=[N:16][C:10]=2[CH:9]=1)=[O:7])[CH2:2][CH2:3][CH3:4].[I-].[Cl:26][C:27]1[CH:32]=[CH:31][C:30]([Zn+])=[CH:29][CH:28]=1. (2) Given the product [Cl:49][C:50]1[CH:67]=[CH:66][C:53]2[NH:54][C:55]([C@@H:57]([NH:65][C:5](=[O:7])[C:4]3[CH:8]=[CH:9][C:10]([C:11]([N:13]4[CH2:17][CH2:16][CH2:15][CH2:14]4)=[O:12])=[C:2]([CH3:1])[CH:3]=3)[CH2:58][C:59]3[N:63]([CH3:64])[CH:62]=[N:61][CH:60]=3)=[N:56][C:52]=2[CH:51]=1, predict the reactants needed to synthesize it. The reactants are: [CH3:1][C:2]1[CH:3]=[C:4]([CH:8]=[CH:9][C:10]=1[C:11]([N:13]1[CH2:17][CH2:16][CH2:15][CH2:14]1)=[O:12])[C:5]([OH:7])=O.CN(C(ON1N=NC2C=CC=CC1=2)=[N+](C)C)C.[B-](F)(F)(F)F.C(N(C(C)C)CC)(C)C.[Cl:49][C:50]1[CH:67]=[CH:66][C:53]2[NH:54][C:55]([C@@H:57]([NH2:65])[CH2:58][C:59]3[N:63]([CH3:64])[CH:62]=[N:61][CH:60]=3)=[N:56][C:52]=2[CH:51]=1.ClCl.